This data is from Peptide-MHC class II binding affinity with 134,281 pairs from IEDB. The task is: Regression. Given a peptide amino acid sequence and an MHC pseudo amino acid sequence, predict their binding affinity value. This is MHC class II binding data. (1) The peptide sequence is VFGNCEGVKIIGISI. The MHC is DRB1_1501 with pseudo-sequence DRB1_1501. The binding affinity (normalized) is 0.470. (2) The peptide sequence is GVFHELPSLCRVNNS. The MHC is DRB1_0301 with pseudo-sequence DRB1_0301. The binding affinity (normalized) is 0.664. (3) The peptide sequence is PKYVKNNTLKLA. The MHC is DRB1_0101 with pseudo-sequence DRB1_0101. The binding affinity (normalized) is 0. (4) The binding affinity (normalized) is 0.589. The peptide sequence is GELQIVDKIEAAFKI. The MHC is DRB1_1302 with pseudo-sequence DRB1_1302. (5) The peptide sequence is ISRRDQRGSGQVVTY. The MHC is HLA-DQA10201-DQB10402 with pseudo-sequence HLA-DQA10201-DQB10402. The binding affinity (normalized) is 0.182. (6) The peptide sequence is LKALTTKHPSLNIIT. The MHC is DRB1_0901 with pseudo-sequence DRB1_0901. The binding affinity (normalized) is 0.154.